Dataset: Full USPTO retrosynthesis dataset with 1.9M reactions from patents (1976-2016). Task: Predict the reactants needed to synthesize the given product. (1) Given the product [CH2:1]([O:8][CH2:9][C:10]1[O:11][C:18]2[C:13](=[C:14]([C:28]#[N:29])[C:15]([CH3:27])=[C:16]([C:21]3[CH:26]=[CH:25][CH:24]=[CH:23][CH:22]=3)[C:17]=2[F:20])[N:12]=1)[C:2]1[CH:7]=[CH:6][CH:5]=[CH:4][CH:3]=1, predict the reactants needed to synthesize it. The reactants are: [CH2:1]([O:8][CH2:9][C:10]([NH:12][C:13]1[C:18](O)=[C:17]([F:20])[C:16]([C:21]2[CH:26]=[CH:25][CH:24]=[CH:23][CH:22]=2)=[C:15]([CH3:27])[C:14]=1[C:28]#[N:29])=[O:11])[C:2]1[CH:7]=[CH:6][CH:5]=[CH:4][CH:3]=1.O.C1(C)C=CC(S(O)(=O)=O)=CC=1. (2) Given the product [Cl:18][C:19]1[CH:20]=[C:21]([NH:1][C:2]2[CH:3]=[CH:4][C:5]3[N:10]([CH3:11])[C:9](=[O:12])[O:8][C:7]([CH2:15][CH3:16])([CH2:13][CH3:14])[C:6]=3[CH:17]=2)[CH:22]=[CH:23][C:24]=1[F:25], predict the reactants needed to synthesize it. The reactants are: [NH2:1][C:2]1[CH:3]=[CH:4][C:5]2[N:10]([CH3:11])[C:9](=[O:12])[O:8][C:7]([CH2:15][CH3:16])([CH2:13][CH3:14])[C:6]=2[CH:17]=1.[Cl:18][C:19]1[CH:20]=[C:21](B(O)O)[CH:22]=[CH:23][C:24]=1[F:25]. (3) Given the product [OH:8][C:9]1[CH:10]=[CH:11][C:12]([C:15]([C:17]2[CH:22]=[CH:21][C:20]([O:23][CH3:24])=[CH:19][C:18]=2[O:25][C@H:27]([CH3:34])[C:28]([O:30][CH2:31][CH2:32][CH3:33])=[O:29])=[O:16])=[CH:13][CH:14]=1, predict the reactants needed to synthesize it. The reactants are: C([O:8][C:9]1[CH:14]=[CH:13][C:12]([C:15]([C:17]2[CH:22]=[CH:21][C:20]([O:23][CH3:24])=[CH:19][C:18]=2[OH:25])=[O:16])=[CH:11][CH:10]=1)C1C=CC=CC=1.O[C@@H:27]([CH3:34])[C:28]([O:30][CH2:31][CH:32]=[CH2:33])=[O:29].C1(P(C2C=CC=CC=2)C2C=CC=CC=2)C=CC=CC=1.N(C(OCC)=O)=NC(OCC)=O. (4) Given the product [CH3:20][O:21][C:22]([C:23]1[CH:24]=[C:25]([OH:27])[C:34]2[C:29](=[C:30]([C:36]#[N:37])[CH:31]=[C:32]([Br:35])[CH:33]=2)[N:28]=1)=[O:38], predict the reactants needed to synthesize it. The reactants are: BrC1C=CC(NC(=CC([O-])=O)C(OC)=O)=C(OC)C=1.[CH3:20][O:21][C:22](=[O:38])[C:23]([NH:28][C:29]1[CH:34]=[CH:33][C:32]([Br:35])=[CH:31][C:30]=1[C:36]#[N:37])=[CH:24][C:25]([O-:27])=O.